Dataset: Catalyst prediction with 721,799 reactions and 888 catalyst types from USPTO. Task: Predict which catalyst facilitates the given reaction. (1) Reactant: [NH2:1][C:2]1[CH:6]=[CH:5][S:4][C:3]=1[C:7]([O:9][CH3:10])=[O:8].C(Cl)Cl.[CH:14]1([CH:17]=O)[CH2:16][CH2:15]1.C(O[BH-](OC(=O)C)OC(=O)C)(=O)C.[Na+]. Product: [CH:14]1([CH2:17][NH:1][C:2]2[CH:6]=[CH:5][S:4][C:3]=2[C:7]([O:9][CH3:10])=[O:8])[CH2:16][CH2:15]1. The catalyst class is: 15. (2) Reactant: [F:1][C:2]1[CH:11]=[CH:10][C:9](I)=[CH:8][C:3]=1[C:4]([O:6][CH3:7])=[O:5].C([Mg]Cl)(C)C.[N+:18]([C:21]1[CH:29]=[CH:28][C:24]([C:25](Cl)=[O:26])=[CH:23][CH:22]=1)([O-:20])=[O:19].C([O-])(O)=O.[Na+]. Product: [F:1][C:2]1[CH:11]=[CH:10][C:9]([C:25](=[O:26])[C:24]2[CH:23]=[CH:22][C:21]([N+:18]([O-:20])=[O:19])=[CH:29][CH:28]=2)=[CH:8][C:3]=1[C:4]([O:6][CH3:7])=[O:5]. The catalyst class is: 1. (3) Product: [Cl:1][C:2]1[CH:3]=[C:4]([N:13]([CH2:14][CH:15]([CH3:17])[CH3:16])[CH3:18])[C:5]([CH3:12])=[C:6]([CH:11]=1)[C:7]([O:9][CH3:10])=[O:8]. Reactant: [Cl:1][C:2]1[CH:3]=[C:4]([NH:13][CH2:14][CH:15]([CH3:17])[CH3:16])[C:5]([CH3:12])=[C:6]([CH:11]=1)[C:7]([O:9][CH3:10])=[O:8].[C:18](=O)([O-])[O-].[Cs+].[Cs+].CI. The catalyst class is: 10. (4) Reactant: [OH:1][CH:2]1[C:6]2[N:7]=[CH:8][N:9]=[C:10]([N:11]3[CH2:16][CH2:15][N:14](C(OC(C)(C)C)=O)[CH2:13][CH2:12]3)[C:5]=2[CH2:4][CH2:3]1.[ClH:24]. Product: [ClH:24].[ClH:24].[N:11]1([C:10]2[C:5]3[CH2:4][CH2:3][CH:2]([OH:1])[C:6]=3[N:7]=[CH:8][N:9]=2)[CH2:12][CH2:13][NH:14][CH2:15][CH2:16]1. The catalyst class is: 135.